Dataset: Full USPTO retrosynthesis dataset with 1.9M reactions from patents (1976-2016). Task: Predict the reactants needed to synthesize the given product. Given the product [Br:15][C:16]1[CH:22]=[CH:21][C:19]([NH:20][CH2:9][C:8]([C:7]2[CH:12]=[CH:13][CH:14]=[C:5]([Cl:4])[CH:6]=2)=[O:11])=[CH:18][CH:17]=1, predict the reactants needed to synthesize it. The reactants are: CC#N.[Cl:4][C:5]1[CH:6]=[C:7]([CH:12]=[CH:13][CH:14]=1)[C:8](=[O:11])[CH2:9]Br.[Br:15][C:16]1[CH:22]=[CH:21][C:19]([NH2:20])=[CH:18][CH:17]=1.C([O-])(O)=O.[Na+].